From a dataset of Catalyst prediction with 721,799 reactions and 888 catalyst types from USPTO. Predict which catalyst facilitates the given reaction. (1) Reactant: [I-].[Na+].[In].Br[CH2:5][CH:6]=[C:7]([CH3:9])[CH3:8].[CH3:10][O:11][C:12]([C:14]1[CH:19]=[CH:18][C:17]([C:20]2[CH:25]=[C:24]([O:26][CH3:27])[CH:23]=[CH:22][C:21]=2[F:28])=[C:16]([CH:29]=[O:30])[CH:15]=1)=[O:13]. Product: [CH3:10][O:11][C:12]([C:14]1[CH:19]=[CH:18][C:17]([C:20]2[CH:25]=[C:24]([O:26][CH3:27])[CH:23]=[CH:22][C:21]=2[F:28])=[C:16]([CH:29]([OH:30])[C:7]([CH3:9])([CH3:8])[CH:6]=[CH2:5])[CH:15]=1)=[O:13]. The catalyst class is: 173. (2) Reactant: [NH2:1][C:2]1[CH:7]=[CH:6][C:5]([Cl:8])=[CH:4][C:3]=1[C:9]([C:11]1[CH:16]=[CH:15][CH:14]=[C:13]([O:17][CH3:18])[C:12]=1[O:19]C)=[O:10].O.O.O.O.O.O.O.[Cl-].[Ce+3].[Cl-].[Cl-].[I-].[Na+]. Product: [NH2:1][C:2]1[CH:7]=[CH:6][C:5]([Cl:8])=[CH:4][C:3]=1[C:9]([C:11]1[CH:16]=[CH:15][CH:14]=[C:13]([O:17][CH3:18])[C:12]=1[OH:19])=[O:10]. The catalyst class is: 115. (3) Reactant: Br[C:2]1[S:3][C:4](Br)=[CH:5][N:6]=1.[OH:8][C@H:9]1[CH2:13][CH2:12][NH:11][CH2:10]1.CCN(C(C)C)C(C)C. Product: [S:3]1[CH:4]=[CH:5][N:6]=[C:2]1[N:11]1[CH2:12][CH2:13][C@H:9]([OH:8])[CH2:10]1. The catalyst class is: 12. (4) Reactant: [N+:1]([C:4]1[CH:5]=[C:6]([S:10](Cl)(=[O:12])=[O:11])[CH:7]=[CH:8][CH:9]=1)([O-:3])=[O:2].[NH2:14][CH2:15][CH2:16][OH:17]. Product: [OH:17][CH2:16][CH2:15][NH:14][S:10]([C:6]1[CH:7]=[CH:8][CH:9]=[C:4]([N+:1]([O-:3])=[O:2])[CH:5]=1)(=[O:12])=[O:11]. The catalyst class is: 49. (5) Reactant: [Cl:1][C:2]1[CH:3]=[C:4]2[C:8](=[CH:9][CH:10]=1)[NH:7][CH:6]=[C:5]2[CH2:11][CH2:12][NH:13][C:14](=[O:22])[C:15]1[CH:20]=[CH:19][C:18](I)=[CH:17][CH:16]=1.[CH3:23][O:24][C:25]1[CH:26]=[C:27](B(O)O)[CH:28]=[CH:29][CH:30]=1.C(=O)([O-])[O-].[Na+].[Na+]. Product: [Cl:1][C:2]1[CH:3]=[C:4]2[C:8](=[CH:9][CH:10]=1)[NH:7][CH:6]=[C:5]2[CH2:11][CH2:12][NH:13][C:14]([C:15]1[CH:20]=[CH:19][C:18]([C:29]2[CH:28]=[CH:27][CH:26]=[C:25]([O:24][CH3:23])[CH:30]=2)=[CH:17][CH:16]=1)=[O:22]. The catalyst class is: 437. (6) Reactant: [F:1][C:2]1[CH:3]=[CH:4][C:5](I)=[C:6]([CH3:8])[CH:7]=1.[CH3:10][N:11](C=O)C. Product: [F:1][C:2]1[CH:3]=[CH:4][C:5]([C:10]#[N:11])=[C:6]([CH3:8])[CH:7]=1. The catalyst class is: 380.